From a dataset of Forward reaction prediction with 1.9M reactions from USPTO patents (1976-2016). Predict the product of the given reaction. Given the reactants [H-].[Na+].[F:3][C:4]1[CH:10]=[CH:9][CH:8]=[CH:7][C:5]=1[NH2:6].Cl[C:12]1[CH:21]=[CH:20][C:19]2[C:14](=[C:15]([C:22]3[NH:30][C:29]4[CH2:28][CH2:27][NH:26][C:25](=[O:31])[C:24]=4[CH:23]=3)[CH:16]=[CH:17][CH:18]=2)[N:13]=1, predict the reaction product. The product is: [F:3][C:4]1[CH:10]=[CH:9][CH:8]=[CH:7][C:5]=1[NH:6][C:12]1[CH:21]=[CH:20][C:19]2[C:14](=[C:15]([C:22]3[NH:30][C:29]4[CH2:28][CH2:27][NH:26][C:25](=[O:31])[C:24]=4[CH:23]=3)[CH:16]=[CH:17][CH:18]=2)[N:13]=1.